This data is from NCI-60 drug combinations with 297,098 pairs across 59 cell lines. The task is: Regression. Given two drug SMILES strings and cell line genomic features, predict the synergy score measuring deviation from expected non-interaction effect. Drug 1: CS(=O)(=O)C1=CC(=C(C=C1)C(=O)NC2=CC(=C(C=C2)Cl)C3=CC=CC=N3)Cl. Drug 2: CC(C1=C(C=CC(=C1Cl)F)Cl)OC2=C(N=CC(=C2)C3=CN(N=C3)C4CCNCC4)N. Cell line: HS 578T. Synergy scores: CSS=-12.4, Synergy_ZIP=4.62, Synergy_Bliss=-0.398, Synergy_Loewe=-10.9, Synergy_HSA=-8.51.